From a dataset of Forward reaction prediction with 1.9M reactions from USPTO patents (1976-2016). Predict the product of the given reaction. (1) Given the reactants [C:1]12([NH:11][C:12]3[NH:16][C:15]4[CH:17]=[C:18]([CH2:21][O:22][Si](C(C)C)(C(C)C)C(C)C)[CH:19]=[CH:20][C:14]=4[N:13]=3)[CH2:10][CH:5]3[CH2:6][CH:7]([CH2:9][CH:3]([CH2:4]3)[CH2:2]1)[CH2:8]2.F[C:34]1[CH:63]=[CH:62][C:37]([C:38](/N=C2\NC3C=CC(CO)=CC=3N\2[C@@H]2CC[C@H](C(OC)=O)CC2)=[O:39])=[CH:36][CH:35]=1, predict the reaction product. The product is: [C:1]12([N:11]3[C:15]4[CH:17]=[C:18]([CH2:21][OH:22])[CH:19]=[CH:20][C:14]=4[N:13]=[C:12]3[NH:16][C:38](=[O:39])[C:37]3[CH:62]=[CH:63][CH:34]=[CH:35][CH:36]=3)[CH2:2][CH:3]3[CH2:4][CH:5]([CH2:6][CH:7]([CH2:9]3)[CH2:8]1)[CH2:10]2. (2) Given the reactants [Br:1][C:2]1[CH:10]=[CH:9][C:8]([Cl:11])=[CH:7][C:3]=1[C:4]([OH:6])=O.C(Cl)(=O)C(Cl)=O.C(N(CC)CC)C.[NH2:25][C:26]([CH3:30])([CH3:29])[CH2:27]O.Cl.S(Cl)(Cl)=O.C(=O)(O)[O-].[Na+].[OH-].[Na+], predict the reaction product. The product is: [Br:1][C:2]1[CH:10]=[CH:9][C:8]([Cl:11])=[CH:7][C:3]=1[C:4]1[O:6][CH2:27][C:26]([CH3:30])([CH3:29])[N:25]=1. (3) Given the reactants [NH2:1][CH:2]([C:6]1[CH:11]=[CH:10][CH:9]=[CH:8][C:7]=1[F:12])[C:3](O)=O.C[O:14][C:15](=O)[C@H:16]([CH2:18][CH:19]([CH3:21])[CH3:20])[NH2:17].C([C@@H]1NC[C@H](CC(C)C)NC1=O)C(C)C, predict the reaction product. The product is: [F:12][C:7]1[CH:8]=[CH:9][CH:10]=[CH:11][C:6]=1[C@@H:2]1[NH:1][C:15](=[O:14])[C@H:16]([CH2:18][CH:19]([CH3:21])[CH3:20])[NH:17][CH2:3]1. (4) The product is: [CH3:1][CH2:2][C@H:3]1[O:19][C:17](=[O:18])[C@H:16]([CH3:20])[C@@H:15]([O:21][C@@H:22]2[O:27][C@@H:26]([CH3:28])[C@H:25]([OH:29])[C@@:24]([O:31][CH3:32])([CH3:30])[CH2:23]2)[C@H:14]([CH3:33])[C@@H:13]([O:34][C@@H:35]2[O:40][C@H:39]([CH3:41])[CH2:38][C@H:37]([N:42]([CH3:43])[CH3:44])[C@H:36]2[OH:45])[C@@:12]([O:47][CH3:48])([CH3:46])[CH2:11][C@@H:10]([CH3:49])[C:7](=[O:57])[C@H:6]([CH3:50])[C@@H:5]([OH:51])[C@@:4]1([OH:53])[CH3:52]. Given the reactants [CH3:1][CH2:2][C@H:3]1[O:19][C:17](=[O:18])[C@H:16]([CH3:20])[C@@H:15]([O:21][C@@H:22]2[O:27][C@@H:26]([CH3:28])[C@H:25]([OH:29])[C@@:24]([O:31][CH3:32])([CH3:30])[CH2:23]2)[C@H:14]([CH3:33])[C@@H:13]([O:34][C@@H:35]2[O:40][C@H:39]([CH3:41])[CH2:38][C@H:37]([N:42]([CH3:44])[CH3:43])[C@H:36]2[OH:45])[C@@:12]([O:47][CH3:48])([CH3:46])[CH2:11][C@@H:10]([CH3:49])/[C:7](=N\O)/[C@H:6]([CH3:50])[C@@H:5]([OH:51])[C@@:4]1([OH:53])[CH3:52].C(O)C.[OH-:57].[Na+], predict the reaction product.